From a dataset of Forward reaction prediction with 1.9M reactions from USPTO patents (1976-2016). Predict the product of the given reaction. Given the reactants Cl[C:2]1[C:11]([CH2:12][C:13]2[CH:18]=[CH:17][C:16]([N:19]3[CH:23]=[CH:22][CH:21]=[N:20]3)=[CH:15][CH:14]=2)=[C:10]([Cl:24])[C:9]2[C:4](=[CH:5][CH:6]=[C:7]([C:25]([C:37]3[N:41]([CH3:42])[CH:40]=[N:39][CH:38]=3)([C:27]3[CH:28]=[N:29][C:30]([C:33]([F:36])([F:35])[F:34])=[CH:31][CH:32]=3)[OH:26])[CH:8]=2)[N:3]=1.[NH:43]1[CH2:48][CH2:47][O:46][CH2:45][CH2:44]1, predict the reaction product. The product is: [Cl:24][C:10]1[C:9]2[C:4](=[CH:5][CH:6]=[C:7]([C:25]([C:37]3[N:41]([CH3:42])[CH:40]=[N:39][CH:38]=3)([C:27]3[CH:28]=[N:29][C:30]([C:33]([F:35])([F:36])[F:34])=[CH:31][CH:32]=3)[OH:26])[CH:8]=2)[N:3]=[C:2]([N:43]2[CH2:48][CH2:47][O:46][CH2:45][CH2:44]2)[C:11]=1[CH2:12][C:13]1[CH:18]=[CH:17][C:16]([N:19]2[CH:23]=[CH:22][CH:21]=[N:20]2)=[CH:15][CH:14]=1.